Dataset: Retrosynthesis with 50K atom-mapped reactions and 10 reaction types from USPTO. Task: Predict the reactants needed to synthesize the given product. (1) The reactants are: CC[C@@H]([C@H](C)O)N1C(=O)[C@@](C)(CC(=O)OC)C[C@H](c2cccc(Cl)c2)[C@H]1c1ccc(Cl)cc1.CI. Given the product CC[C@@H]([C@H](C)OC)N1C(=O)[C@@](C)(CC(=O)OC)C[C@H](c2cccc(Cl)c2)[C@H]1c1ccc(Cl)cc1, predict the reactants needed to synthesize it. (2) Given the product O=C1Nc2ccc(-c3ccccc3)cc2C1=Cc1cc2cc(OCCN3CCCC3)ccc2[nH]1, predict the reactants needed to synthesize it. The reactants are: O=C1Cc2cc(-c3ccccc3)ccc2N1.O=Cc1cc2cc(OCCN3CCCC3)ccc2[nH]1. (3) Given the product COC(=O)c1ccc(COc2ccccc2)cc1, predict the reactants needed to synthesize it. The reactants are: COC(=O)c1ccc(CO)cc1.Oc1ccccc1. (4) Given the product Cc1nc(CNC23CC4CC(CC(C4)C2)C3)cs1, predict the reactants needed to synthesize it. The reactants are: Cc1nc(CCl)cs1.NC12CC3CC(CC(C3)C1)C2. (5) Given the product CCCCCC(=O)Nc1n[nH]c2ncnc(Nc3cccc(Cl)c3)c12, predict the reactants needed to synthesize it. The reactants are: CCCCCC(=O)OC(=O)CCCCC.Nc1n[nH]c2ncnc(Nc3cccc(Cl)c3)c12. (6) Given the product CC(C)(C)c1ccc2c(c1)CC(C1OCCO1)C2, predict the reactants needed to synthesize it. The reactants are: CC(C)(C)c1ccc2c(c1)CC(C=O)C2.OCCO. (7) Given the product Cc1cc(C2CC2)cnc1N1CCN(C(=O)c2ccc(N3CCCCS3(=O)=O)cc2C#N)CC1, predict the reactants needed to synthesize it. The reactants are: Cc1cc(C2CC2)cnc1N1CCN(C(=O)c2ccc(Br)cc2C#N)CC1.O=S1(=O)CCCCN1. (8) Given the product CCn1cc(-c2ccncc2)c(-c2ccc(C#Cc3ccc4ccccc4n3)cc2)n1, predict the reactants needed to synthesize it. The reactants are: C(#Cc1ccc2ccccc2n1)c1ccc(-c2n[nH]cc2-c2ccncc2)cc1.CCBr.